Task: Predict the product of the given reaction.. Dataset: Forward reaction prediction with 1.9M reactions from USPTO patents (1976-2016) (1) Given the reactants [Br:1][C:2]1[CH:3]=[N:4][CH:5]=[N+:6]([O-])[CH:7]=1.C[Si]([C:13]#[N:14])(C)C.C(N(CC)CC)C, predict the reaction product. The product is: [Br:1][C:2]1[C:3]([C:13]#[N:14])=[N:4][CH:5]=[N:6][CH:7]=1. (2) Given the reactants [CH3:1][N:2]1[C:10]([CH2:11][N:12]2[CH2:17][CH2:16][NH:15][CH2:14][CH2:13]2)=[N:9][C:8]2[C:3]1=[N:4][C:5]([N:24]1[C:28]3[CH:29]=[CH:30][CH:31]=[CH:32][C:27]=3[N:26]=[C:25]1[CH3:33])=[N:6][C:7]=2[N:18]1[CH2:23][CH2:22][O:21][CH2:20][CH2:19]1.Br[C:35]([CH3:42])([CH3:41])[C:36]([O:38][CH2:39][CH3:40])=[O:37], predict the reaction product. The product is: [CH3:41][C:35]([N:15]1[CH2:16][CH2:17][N:12]([CH2:11][C:10]2[N:2]([CH3:1])[C:3]3[C:8]([N:9]=2)=[C:7]([N:18]2[CH2:23][CH2:22][O:21][CH2:20][CH2:19]2)[N:6]=[C:5]([N:24]2[C:28]4[CH:29]=[CH:30][CH:31]=[CH:32][C:27]=4[N:26]=[C:25]2[CH3:33])[N:4]=3)[CH2:13][CH2:14]1)([CH3:42])[C:36]([O:38][CH2:39][CH3:40])=[O:37]. (3) Given the reactants Br[C:2]1[S:3][C:4]2[C:10]([C:11]3[CH:16]=[CH:15][C:14]([Cl:17])=[CH:13][CH:12]=3)=[C:9]([C@H:18]([O:24][C:25]([CH3:28])([CH3:27])[CH3:26])[C:19]([O:21][CH2:22][CH3:23])=[O:20])[C:8]([CH3:29])=[CH:7][C:5]=2[N:6]=1.[Cl-].[Li+].C([Sn](CCCC)(CCCC)[C:37]1[N:42]=[C:41]([Cl:43])[CH:40]=[CH:39][N:38]=1)CCC, predict the reaction product. The product is: [C:25]([O:24][C@@H:18]([C:9]1[C:8]([CH3:29])=[CH:7][C:5]2[N:6]=[C:2]([C:37]3[N:42]=[C:41]([Cl:43])[CH:40]=[CH:39][N:38]=3)[S:3][C:4]=2[C:10]=1[C:11]1[CH:16]=[CH:15][C:14]([Cl:17])=[CH:13][CH:12]=1)[C:19]([O:21][CH2:22][CH3:23])=[O:20])([CH3:28])([CH3:27])[CH3:26]. (4) Given the reactants [CH2:1]([O:8][CH2:9][C:10](Cl)=O)[C:2]1[CH:7]=[CH:6][CH:5]=[CH:4][CH:3]=1.[NH2:13][C:14]1[CH:15]=[N:16][C:17]2[C:22]([C:23]=1[NH:24][CH2:25][C:26]([CH3:29])([OH:28])[CH3:27])=[CH:21][CH:20]=[CH:19][CH:18]=2, predict the reaction product. The product is: [CH2:1]([O:8][CH2:9][C:10]1[N:24]([CH2:25][C:26]([CH3:29])([OH:28])[CH3:27])[C:23]2[C:22]3[CH:21]=[CH:20][CH:19]=[CH:18][C:17]=3[N:16]=[CH:15][C:14]=2[N:13]=1)[C:2]1[CH:3]=[CH:4][CH:5]=[CH:6][CH:7]=1. (5) Given the reactants [OH:1][C:2]1[CH:9]=[C:8]([OH:10])[CH:7]=[CH:6][C:3]=1[CH:4]=O.[F:11][C:12]([F:21])([F:20])/[CH:13]=[CH:14]/[C:15]([O:17][CH2:18][CH3:19])=[O:16].C([O-])([O-])=O.[K+].[K+], predict the reaction product. The product is: [OH:10][C:8]1[CH:9]=[C:2]2[C:3]([CH:4]=[C:14]([C:15]([O:17][CH2:18][CH3:19])=[O:16])[CH:13]([C:12]([F:11])([F:21])[F:20])[O:1]2)=[CH:6][CH:7]=1. (6) Given the reactants Cl[C:2]1[N:7]=[C:6]([CH3:8])[CH:5]=[C:4]([CH3:9])[N:3]=1.C(=O)([O-])[O-].[K+].[K+].[NH:16]1[CH2:21][CH2:20][NH:19][CH2:18][CH2:17]1, predict the reaction product. The product is: [CH3:9][C:4]1[CH:5]=[C:6]([CH3:8])[N:7]=[C:2]([N:16]2[CH2:21][CH2:20][NH:19][CH2:18][CH2:17]2)[N:3]=1.